From a dataset of HIV replication inhibition screening data with 41,000+ compounds from the AIDS Antiviral Screen. Binary Classification. Given a drug SMILES string, predict its activity (active/inactive) in a high-throughput screening assay against a specified biological target. (1) The result is 0 (inactive). The molecule is Cc1cc(O)c2c3c(ccc2n1)Oc1ccccc1O3. (2) The molecule is O=C1Oc2ccccc2C(=O)C1=C1C=C(c2ccccc2)SS1. The result is 0 (inactive). (3) The drug is CC(C)N(CC(OC(=O)OC(C)(C)C)c1cc(OCc2ccccc2)c(OCc2ccccc2)cc1[N+](=O)[O-])C(=O)OC(C)(C)C. The result is 0 (inactive). (4) The drug is Cc1cn(C2CC(CCCO)C(CO)O2)c(=O)[nH]c1=O. The result is 0 (inactive).